Dataset: Full USPTO retrosynthesis dataset with 1.9M reactions from patents (1976-2016). Task: Predict the reactants needed to synthesize the given product. (1) Given the product [NH2:31][CH:32]([C:36]1[CH:41]=[CH:40][CH:39]=[C:38]([F:42])[CH:37]=1)[C:33]([N:11]([C:5]1[CH:6]=[CH:7][C:8]([O:9][CH3:10])=[C:3]([O:2][CH3:1])[CH:4]=1)[CH2:12][CH2:13][C:14]1[CH:19]=[CH:18][C:17]([C:20]([F:22])([F:21])[F:23])=[CH:16][CH:15]=1)=[O:34], predict the reactants needed to synthesize it. The reactants are: [CH3:1][O:2][C:3]1[CH:4]=[C:5]([NH:11][CH2:12][CH2:13][C:14]2[CH:19]=[CH:18][C:17]([C:20]([F:23])([F:22])[F:21])=[CH:16][CH:15]=2)[CH:6]=[CH:7][C:8]=1[O:9][CH3:10].C(OC([NH:31][CH:32]([C:36]1[CH:41]=[CH:40][CH:39]=[C:38]([F:42])[CH:37]=1)[C:33](O)=[O:34])=O)(C)(C)C. (2) The reactants are: C(ON=O)CC(C)C.[Br:9][C:10]1[C:19]2[C:14](=[CH:15][CH:16]=[CH:17][CH:18]=2)[CH:13]=[C:12]([C:20]([O:22][CH3:23])=[O:21])[CH:11]=1.C(O)(=O)C1C(=CC=CC=1)N.C1(C)C=CC=CC=1. Given the product [Br:9][C:10]1[C:19]2[C:14](=[CH:15][CH:16]=[CH:17][CH:18]=2)[CH:13]=[C:12]([C:20]([O:22][CH3:23])=[O:21])[CH:11]=1, predict the reactants needed to synthesize it. (3) Given the product [Cl:18][C:7]1[N:8]=[C:9]([N:12]2[CH2:17][CH2:16][O:15][CH2:14][CH2:13]2)[C:10]2[S:11][C:3]([CH2:2][N:27]3[CH2:28][CH2:29][CH2:30][CH:26]3[CH2:25][N:20]([CH3:19])[S:21]([CH3:24])(=[O:23])=[O:22])=[CH:4][C:5]=2[N:6]=1, predict the reactants needed to synthesize it. The reactants are: Br[CH2:2][C:3]1[S:11][C:10]2[C:9]([N:12]3[CH2:17][CH2:16][O:15][CH2:14][CH2:13]3)=[N:8][C:7]([Cl:18])=[N:6][C:5]=2[CH:4]=1.[CH3:19][N:20]([CH2:25][CH:26]1[CH2:30][CH2:29][CH2:28][NH:27]1)[S:21]([CH3:24])(=[O:23])=[O:22].C(=O)([O-])[O-].[K+].[K+]. (4) Given the product [CH3:25][N:20]1[C:19]2[CH:26]=[CH:27][C:16]([N:12]3[CH2:11][C@H:10]([CH2:9][NH:8][C:1](=[O:3])[CH3:2])[O:14][C:13]3=[O:15])=[CH:17][C:18]=2[CH2:23][O:22][C:21]1=[O:24], predict the reactants needed to synthesize it. The reactants are: [C:1](OC(=O)C)(=[O:3])[CH3:2].[NH2:8][CH2:9][C@@H:10]1[O:14][C:13](=[O:15])[N:12]([C:16]2[CH:27]=[CH:26][C:19]3[N:20]([CH3:25])[C:21](=[O:24])[O:22][CH2:23][C:18]=3[CH:17]=2)[CH2:11]1.N1C=CC=CC=1. (5) Given the product [CH3:1][O:2][C:3]1[CH:11]=[C:10]2[C:6]([CH2:7]/[C:8](=[CH:19]\[C:20]3[CH:21]=[N:22][CH:23]=[CH:24][CH:25]=3)/[C:9]2=[O:12])=[CH:5][C:4]=1[N:13]1[CH2:14][CH2:15][O:16][CH2:17][CH2:18]1, predict the reactants needed to synthesize it. The reactants are: [CH3:1][O:2][C:3]1[CH:11]=[C:10]2[C:6]([CH2:7][CH2:8][C:9]2=[O:12])=[CH:5][C:4]=1[N:13]1[CH2:18][CH2:17][O:16][CH2:15][CH2:14]1.[CH:19](=O)[C:20]1[CH:25]=[CH:24][CH:23]=[N:22][CH:21]=1.[OH-].[Na+]. (6) Given the product [CH3:1][C:2]1[CH:7]=[CH:6][C:5]([S:8]([CH2:11][CH2:12][CH3:13])(=[O:10])=[O:9])=[C:4]([CH:3]=1)[NH2:14], predict the reactants needed to synthesize it. The reactants are: [CH3:1][C:2]1[CH:7]=[CH:6][C:5]([S:8]([CH2:11][CH2:12][CH3:13])(=[O:10])=[O:9])=[C:4]([N+:14]([O-])=O)[CH:3]=1.[H][H].